Dataset: Forward reaction prediction with 1.9M reactions from USPTO patents (1976-2016). Task: Predict the product of the given reaction. Given the reactants [NH2:1][C:2]([CH3:9])([CH2:7][CH3:8])[C:3]([O:5][CH3:6])=[O:4].[Cl:10][C:11]1[N:16]=[C:15](Cl)[CH:14]=[CH:13][N:12]=1.CN1C(=O)CCC1, predict the reaction product. The product is: [Cl:10][C:11]1[N:16]=[C:15]([NH:1][C:2]([CH3:9])([CH2:7][CH3:8])[C:3]([O:5][CH3:6])=[O:4])[CH:14]=[CH:13][N:12]=1.